This data is from Forward reaction prediction with 1.9M reactions from USPTO patents (1976-2016). The task is: Predict the product of the given reaction. Given the reactants [C:1]12([NH2:11])[CH2:10][CH:5]3[CH2:6][CH:7]([CH2:9][CH:3]([CH2:4]3)[CH2:2]1)[CH2:8]2.[CH:12]([C:14]1[CH:21]=[CH:20][C:17]([C:18]#[N:19])=[CH:16][CH:15]=1)=O, predict the reaction product. The product is: [C:1]12([NH:11][CH2:12][C:14]3[CH:21]=[CH:20][C:17]([C:18]#[N:19])=[CH:16][CH:15]=3)[CH2:8][CH:7]3[CH2:6][CH:5]([CH2:4][CH:3]([CH2:9]3)[CH2:2]1)[CH2:10]2.